Task: Predict the reaction yield, written as a fraction of the theoretical maximum amount of product (1.0 means a 100% yield; for example, 0.34 means a 34% yield).. Dataset: Reaction yield outcomes from USPTO patents with 853,638 reactions (1) The reactants are C([O:8][N:9]1[C:15](=[O:16])[N:14]2[CH2:17][C@H:10]1[CH2:11][CH2:12][C@H:13]2[C:18]([NH:20][NH:21][C:22](=[O:27])[C:23]([CH3:26])([CH3:25])[CH3:24])=[O:19])C1C=CC=CC=1. The catalyst is CO.[Pd]. The product is [CH3:24][C:23]([CH3:26])([CH3:25])[C:22]([NH:21][NH:20][C:18]([C@@H:13]1[CH2:12][CH2:11][C@@H:10]2[CH2:17][N:14]1[C:15](=[O:16])[N:9]2[OH:8])=[O:19])=[O:27]. The yield is 1.00. (2) The reactants are [C:1]([C:3]1[C:4]([C:24]([F:27])([F:26])[F:25])=[C:5]2[C:9](=[CH:10][CH:11]=1)[N:8]([CH2:12][C:13]1[O:17][C:16]([C:18]([NH2:20])=O)=[CH:15][CH:14]=1)[C:7]([CH2:21][CH2:22][CH3:23])=[CH:6]2)#[N:2].N1C=CC=CC=1.O=P(Cl)(Cl)Cl. The catalyst is C(Cl)Cl. The product is [C:18]([C:16]1[O:17][C:13]([CH2:12][N:8]2[C:9]3[C:5](=[C:4]([C:24]([F:26])([F:27])[F:25])[C:3]([C:1]#[N:2])=[CH:11][CH:10]=3)[CH:6]=[C:7]2[CH2:21][CH2:22][CH3:23])=[CH:14][CH:15]=1)#[N:20]. The yield is 0.550. (3) The reactants are C(OC([NH:11][C:12]1[CH:17]=[CH:16][C:15]([C:18]2[O:19][C:20]([CH3:27])=[C:21]([C:23]([O:25][CH3:26])=[O:24])[N:22]=2)=[CH:14][C:13]=1[CH3:28])=O)C1C=CC=CC=1. The catalyst is [Pd].CO. The product is [NH2:11][C:12]1[CH:17]=[CH:16][C:15]([C:18]2[O:19][C:20]([CH3:27])=[C:21]([C:23]([O:25][CH3:26])=[O:24])[N:22]=2)=[CH:14][C:13]=1[CH3:28]. The yield is 0.970. (4) The reactants are [Na].CCO.[F:5][CH:6]([C:12]([O:14]CC)=O)[C:7]([O:9]CC)=O.Cl.[C:18]([NH2:21])(=[NH:20])[CH3:19]. The product is [OH:9][C:7]1[C:6]([F:5])=[C:12]([OH:14])[N:21]=[C:18]([CH3:19])[N:20]=1. No catalyst specified. The yield is 0.640. (5) The reactants are [C:1]([O:10][C:11]([CH3:14])([CH3:13])[CH3:12])(=[O:9])[C:2]1[C:3](=[CH:5][CH:6]=[CH:7][CH:8]=1)[OH:4].[N+](C1C=C(S(O[CH2:28][C@@H:29]2[CH2:31][O:30]2)(=O)=O)C=CC=1)([O-])=O.C(=O)([O-])[O-].[Cs+].[Cs+]. The catalyst is CN(C)C=O. The product is [O:30]1[CH2:31][C@H:29]1[CH2:28][O:4][C:3]1[CH:5]=[CH:6][CH:7]=[CH:8][C:2]=1[C:1]([O:10][C:11]([CH3:14])([CH3:13])[CH3:12])=[O:9]. The yield is 0.890. (6) The yield is 0.780. The product is [CH2:1]([N:3]1[C@@H:8]([CH3:9])[C:7](=[O:10])[NH:6][C:5]2[CH:11]=[C:12]([CH2:15][OH:16])[CH:13]=[N:14][C:4]1=2)[CH3:2]. The catalyst is C1COCC1. The reactants are [CH2:1]([N:3]1[C@@H:8]([CH3:9])[C:7](=[O:10])[NH:6][C:5]2[CH:11]=[C:12]([C:15](OC)=[O:16])[CH:13]=[N:14][C:4]1=2)[CH3:2].[H-].[Na+].[H-].[H-].[H-].[H-].[Li+].[Al+3].